Predict the reaction yield, written as a fraction of the theoretical maximum amount of product (1.0 means a 100% yield; for example, 0.34 means a 34% yield). From a dataset of Reaction yield outcomes from USPTO patents with 853,638 reactions. (1) The reactants are [F:1][C:2]([F:13])([F:12])[C:3]1[N:8]=[CH:7][C:6]([CH2:9][C:10]#[N:11])=[CH:5][N:4]=1.Br[CH2:15][CH2:16][O:17][CH3:18].CC([O-])(C)C.[K+]. The catalyst is O1CCOCC1. The product is [CH3:18][O:17][CH2:16][CH2:15][CH:9]([C:6]1[CH:7]=[N:8][C:3]([C:2]([F:1])([F:12])[F:13])=[N:4][CH:5]=1)[C:10]#[N:11]. The yield is 0.150. (2) The reactants are [CH3:1][C:2]([S:14]([C:17]1[CH:22]=[CH:21][CH:20]=[C:19]([C:23]([F:26])([F:25])[F:24])[CH:18]=1)(=[O:16])=[O:15])([CH3:13])[CH2:3][CH2:4][NH:5][C:6](=[O:12])[O:7][C:8]([CH3:11])([CH3:10])[CH3:9].[H-].[Na+].[CH3:29]I. The catalyst is C1COCC1. The product is [CH3:29][N:5]([CH2:4][CH2:3][C:2]([CH3:1])([S:14]([C:17]1[CH:22]=[CH:21][CH:20]=[C:19]([C:23]([F:24])([F:25])[F:26])[CH:18]=1)(=[O:16])=[O:15])[CH3:13])[C:6](=[O:12])[O:7][C:8]([CH3:9])([CH3:10])[CH3:11]. The yield is 0.900. (3) The reactants are [F:1][C:2]1[CH:3]=[CH:4][C:5]([OH:11])=[C:6]([B:8]([OH:10])[OH:9])[CH:7]=1.O[C:13]([C:16](O)([CH3:18])[CH3:17])([CH3:15])[CH3:14]. The catalyst is C1(C)C=CC=CC=1. The product is [F:1][C:2]1[CH:3]=[CH:4][C:5]([OH:11])=[C:6]([B:8]2[O:9][C:16]([CH3:18])([CH3:17])[C:13]([CH3:15])([CH3:14])[O:10]2)[CH:7]=1. The yield is 0.920. (4) The reactants are [F:1][C:2]1[CH:7]=[C:6]([I:8])[CH:5]=[CH:4][C:3]=1[NH:9][C:10]1[N:14]([CH3:15])[C:13]2[C:16](=[O:19])[CH2:17][CH2:18][C:12]=2[C:11]=1[C:20](O)=[O:21].CC1(C)[O:28][C@@H:27]([CH2:29][O:30][NH2:31])[CH2:26][O:25]1.C1C=CC2N(O)N=NC=2C=1.C(Cl)CCl.C1(C)C=CC(S(O)(=O)=O)=CC=1. The catalyst is C(Cl)Cl.C(N(CC)CC)C. The product is [OH:28][C@H:27]([CH2:26][OH:25])[CH2:29][O:30][NH:31][C:20]([C:11]1[C:12]2[CH2:18][CH2:17][C:16](=[O:19])[C:13]=2[N:14]([CH3:15])[C:10]=1[NH:9][C:3]1[CH:4]=[CH:5][C:6]([I:8])=[CH:7][C:2]=1[F:1])=[O:21]. The yield is 0.460. (5) The product is [CH3:1][O:2][C:3]1[CH:4]=[C:5]2[C:10](=[CH:11][CH:12]=1)[C:9](=[O:13])[CH:8]([CH2:14][C:15]([OH:17])=[O:16])[CH2:7][CH2:6]2. The catalyst is C(O)(=O)C.O.[Zn]. The yield is 0.770. The reactants are [CH3:1][O:2][C:3]1[CH:4]=[C:5]2[C:10](=[CH:11][CH:12]=1)[C:9](=[O:13])[C:8](=[CH:14][C:15]([OH:17])=[O:16])[CH2:7][CH2:6]2.O. (6) The reactants are [Cl:1][C:2]1[CH:3]=[C:4]([C:9](=O)[CH2:10][C:11](=[O:16])[C:12]([F:15])([F:14])[F:13])[CH:5]=[CH:6][C:7]=1[F:8].[CH3:18][O:19][C:20]1[CH:21]=[C:22]([NH:32][C:33]2[NH:37][C:36]([NH2:38])=[N:35][N:34]=2)[CH:23]=[CH:24][C:25]=1[N:26]1[CH:30]=[C:29]([CH3:31])[N:28]=[CH:27]1. The catalyst is C(O)(=O)C. The product is [C:11]([OH:16])(=[O:19])[CH3:12].[Cl:1][C:2]1[CH:3]=[C:4]([C:9]2[N:35]3[N:34]=[C:33]([NH:32][C:22]4[CH:23]=[CH:24][C:25]([N:26]5[CH:30]=[C:29]([CH3:31])[N:28]=[CH:27]5)=[C:20]([O:19][CH3:18])[CH:21]=4)[N:37]=[C:36]3[N:38]=[C:11]([C:12]([F:15])([F:14])[F:13])[CH:10]=2)[CH:5]=[CH:6][C:7]=1[F:8]. The yield is 0.520. (7) The reactants are [CH3:1][O:2][C:3]1[CH:8]=[CH:7][C:6]([C:9]2([C:12]([OH:14])=[O:13])[CH2:11][CH2:10]2)=[CH:5][CH:4]=1.O.[C:16]1(C)C=CC(S(O)(=O)=O)=CC=1. The catalyst is CO. The product is [CH3:16][O:13][C:12]([C:9]1([C:6]2[CH:5]=[CH:4][C:3]([O:2][CH3:1])=[CH:8][CH:7]=2)[CH2:10][CH2:11]1)=[O:14]. The yield is 0.990. (8) The reactants are [N:1]1([CH2:7][C:8]2[CH:22]=[CH:21][C:11]3[NH:12][C:13]([C:15]4[C:19]([NH2:20])=[CH:18][NH:17][N:16]=4)=[N:14][C:10]=3[CH:9]=2)[CH2:6][CH2:5][O:4][CH2:3][CH2:2]1.[C:23](N1C=CN=C1)(N1C=CN=C1)=[O:24]. The catalyst is C1COCC1. The product is [N:1]1([CH2:7][C:8]2[CH:9]=[C:10]3[C:11](=[CH:21][CH:22]=2)[N:12]=[C:13]2[N:14]3[C:23](=[O:24])[NH:20][C:19]3[C:15]2=[N:16][NH:17][CH:18]=3)[CH2:6][CH2:5][O:4][CH2:3][CH2:2]1. The yield is 0.670. (9) The reactants are Br[C:2]1[CH:3]=[C:4]([C:12]([O:14][CH3:15])=[O:13])[CH:5]=[C:6]([CH:11]=1)[C:7]([O:9][CH3:10])=[O:8].[C:16]([C:18]12[CH2:27][CH:22]3[CH2:23][CH:24]([CH2:26][CH:20]([CH2:21]3)[CH2:19]1)[CH2:25]2)#[CH:17].C(N(CC)CC)C. The catalyst is [Cu](I)I.C1(P(C2C=CC=CC=2)C2C=CC=CC=2)C=CC=CC=1.N1C=CC=CC=1. The product is [CH3:10][O:9][C:7]([C:6]1[CH:11]=[C:2]([C:17]#[C:16][C:18]23[CH2:27][CH:22]4[CH2:23][CH:24]([CH2:26][CH:20]([CH2:21]4)[CH2:19]2)[CH2:25]3)[CH:3]=[C:4]([C:12]([O:14][CH3:15])=[O:13])[CH:5]=1)=[O:8]. The yield is 0.860. (10) The reactants are [N+:1]([C:4]1[CH:9]=[CH:8][C:7](Br)=[CH:6][CH:5]=1)([O-:3])=[O:2].[C:11]1(B(O)O)[CH:16]=[CH:15][CH:14]=[CH:13][CH:12]=1. No catalyst specified. The product is [N+:1]([C:4]1[CH:9]=[CH:8][C:7]([C:11]2[CH:16]=[CH:15][CH:14]=[CH:13][CH:12]=2)=[CH:6][CH:5]=1)([O-:3])=[O:2]. The yield is 0.970.